Dataset: Peptide-MHC class II binding affinity with 134,281 pairs from IEDB. Task: Regression. Given a peptide amino acid sequence and an MHC pseudo amino acid sequence, predict their binding affinity value. This is MHC class II binding data. The peptide sequence is RFDTNGDGKISLSEL. The MHC is HLA-DQA10501-DQB10301 with pseudo-sequence HLA-DQA10501-DQB10301. The binding affinity (normalized) is 0.679.